From a dataset of Forward reaction prediction with 1.9M reactions from USPTO patents (1976-2016). Predict the product of the given reaction. Given the reactants FC(F)(F)C(O)=O.[CH:8]1([CH2:11][N:12]2[C:18](=[O:19])[C@H:17]([NH:20]C(=O)OC(C)(C)C)[CH2:16][S:15](=[O:29])(=[O:28])[C@@H:14]([C:30]3[CH:35]=[CH:34][CH:33]=[CH:32][CH:31]=3)[CH2:13]2)[CH2:10][CH2:9]1, predict the reaction product. The product is: [NH2:20][C@@H:17]1[CH2:16][S:15](=[O:29])(=[O:28])[C@@H:14]([C:30]2[CH:35]=[CH:34][CH:33]=[CH:32][CH:31]=2)[CH2:13][N:12]([CH2:11][CH:8]2[CH2:10][CH2:9]2)[C:18]1=[O:19].